Predict which catalyst facilitates the given reaction. From a dataset of Catalyst prediction with 721,799 reactions and 888 catalyst types from USPTO. (1) Reactant: [Cl:1][C:2]1[CH:17]=[CH:16][C:5]([O:6][C:7]2[CH:12]=[CH:11][C:10]([CH2:13][CH2:14][NH2:15])=[CH:9][CH:8]=2)=[CH:4][C:3]=1[C:18]([F:21])([F:20])[F:19].CS[C:24]1[NH:25][CH:26]=[C:27]([CH2:31][C:32]2[CH:37]=[CH:36][N:35]=[N:34][CH:33]=2)[C:28](=[O:30])[N:29]=1. Product: [Cl:1][C:2]1[CH:17]=[CH:16][C:5]([O:6][C:7]2[CH:12]=[CH:11][C:10]([CH2:13][CH2:14][NH:15][C:24]3[NH:25][CH:26]=[C:27]([CH2:31][C:32]4[CH:37]=[CH:36][N:35]=[N:34][CH:33]=4)[C:28](=[O:30])[N:29]=3)=[CH:9][CH:8]=2)=[CH:4][C:3]=1[C:18]([F:19])([F:20])[F:21]. The catalyst class is: 8. (2) Reactant: F[C:2]1[CH:10]=[C:9](Cl)[CH:8]=[CH:7][C:3]=1[C:4](O)=[O:5].O1CCCC1.C(Cl)(=O)C([Cl:20])=O. Product: [C:4]([Cl:20])(=[O:5])[C:3]1[CH:7]=[CH:8][CH:9]=[CH:10][CH:2]=1. The catalyst class is: 9.